From a dataset of Forward reaction prediction with 1.9M reactions from USPTO patents (1976-2016). Predict the product of the given reaction. The product is: [CH:1]1([CH2:4][O:5][C:6]2[CH:13]=[CH:12][CH:11]=[C:8](/[CH:9]=[CH:17]/[N+:14]([O-:16])=[O:15])[CH:7]=2)[CH2:3][CH2:2]1. Given the reactants [CH:1]1([CH2:4][O:5][C:6]2[CH:7]=[C:8]([CH:11]=[CH:12][CH:13]=2)[CH:9]=O)[CH2:3][CH2:2]1.[N+:14]([CH3:17])([O-:16])=[O:15].C([O-])(=O)C.[NH4+], predict the reaction product.